From a dataset of Serine/threonine kinase 33 screen with 319,792 compounds. Binary Classification. Given a drug SMILES string, predict its activity (active/inactive) in a high-throughput screening assay against a specified biological target. (1) The drug is S(=O)(=O)(Nc1ccc(C2=NN(C(C2)c2ccc(cc2)C)C(=O)c2occc2)cc1)C. The result is 0 (inactive). (2) The compound is O=C(NCCCN1C(CCCC1)CC)Cn1[nH]cc2c(nc3c2cc(cc3)C)c1=O. The result is 0 (inactive). (3) The compound is s1c(C(N2CCc3c2cccc3)CNC(=O)c2c(OC)cc(OC)cc2)ccc1. The result is 0 (inactive). (4) The drug is Clc1ccc(N\N=C2/C=C(CN3CCOCC3)C(=O)C(=C2)C)cc1. The result is 0 (inactive).